From a dataset of Forward reaction prediction with 1.9M reactions from USPTO patents (1976-2016). Predict the product of the given reaction. (1) Given the reactants C1(P(C2CCCCC2)C2C=CC=CC=2C2C(C(C)C)=CC(C(C)C)=CC=2C(C)C)CCCCC1.[CH3:35][O:36][C:37]1[CH:38]=[C:39]([C:43]2[CH:44]=[N:45][C:46]([CH:50]3[CH2:55][CH2:54][O:53][CH2:52][CH2:51]3)=[CH:47][C:48]=2[NH2:49])[CH:40]=[N:41][CH:42]=1.Cl[C:57]1[C:66]2[C:61](=[CH:62][C:63]([F:68])=[CH:64][C:65]=2[F:67])[N:60]=[C:59]([C:69]2[CH:74]=[CH:73][CH:72]=[CH:71][N:70]=2)[C:58]=1[CH3:75].CC(C)([O-])C.[Na+], predict the reaction product. The product is: [F:67][C:65]1[CH:64]=[C:63]([F:68])[CH:62]=[C:61]2[C:66]=1[C:57]([NH:49][C:48]1[CH:47]=[C:46]([CH:50]3[CH2:55][CH2:54][O:53][CH2:52][CH2:51]3)[N:45]=[CH:44][C:43]=1[C:39]1[CH:40]=[N:41][CH:42]=[C:37]([O:36][CH3:35])[CH:38]=1)=[C:58]([CH3:75])[C:59]([C:69]1[CH:74]=[CH:73][CH:72]=[CH:71][N:70]=1)=[N:60]2. (2) Given the reactants [Mg].Br[CH2:3][CH2:4][CH:5]([CH3:8])[CH:6]=[CH2:7].[CH2:9]1[O:12][C@H:10]1[CH3:11], predict the reaction product. The product is: [CH3:8][CH:5]([CH:6]=[CH2:7])[CH2:4][CH2:3][CH2:9][C@H:10]([OH:12])[CH3:11]. (3) Given the reactants [Br:1][C:2]1[C:3]([O:14][C:15]2[CH:20]=[CH:19][C:18]([F:21])=[CH:17][CH:16]=2)=[N:4][CH:5]=[C:6]([N+:11]([O-])=O)[C:7]=1[NH:8]CC.Cl.Cl[Sn]Cl.[CH3:26][CH2:27]O, predict the reaction product. The product is: [Br:1][C:2]1[C:3]([O:14][C:15]2[CH:16]=[CH:17][C:18]([F:21])=[CH:19][CH:20]=2)=[N:4][CH2:5][C:6]([CH2:26][CH3:27])([NH2:11])[C:7]=1[NH2:8]. (4) Given the reactants C(OC([N:8]1[CH2:13][CH2:12][N:11]([CH2:14][CH2:15][CH2:16][NH:17][C:18]2[N:27]=[C:26]([C:28]3[CH:33]=[CH:32][C:31]([Cl:34])=[CH:30][CH:29]=3)[C:25]3[C:20](=[CH:21][CH:22]=[CH:23][CH:24]=3)[N:19]=2)[CH2:10][CH2:9]1)=O)(C)(C)C, predict the reaction product. The product is: [Cl:34][C:31]1[CH:32]=[CH:33][C:28]([C:26]2[C:25]3[C:20](=[CH:21][CH:22]=[CH:23][CH:24]=3)[N:19]=[C:18]([NH:17][CH2:16][CH2:15][CH2:14][N:11]3[CH2:12][CH2:13][NH:8][CH2:9][CH2:10]3)[N:27]=2)=[CH:29][CH:30]=1. (5) Given the reactants [Cl:1][C:2]1[CH:26]=[CH:25][C:5]([O:6][C:7]2[CH:12]=[CH:11][C:10]([C:13]3[C:18]4=[N:19][S:20](=[O:24])(=[O:23])[CH2:21][CH2:22][N:17]4[CH:16]=[CH:15][CH:14]=3)=[CH:9][CH:8]=2)=[CH:4][C:3]=1[O:27][CH3:28], predict the reaction product. The product is: [Cl:1][C:2]1[CH:26]=[CH:25][C:5]([O:6][C:7]2[CH:8]=[CH:9][C:10]([CH:13]3[C:18]4=[N:19][S:20](=[O:24])(=[O:23])[CH2:21][CH2:22][N:17]4[CH2:16][CH2:15][CH2:14]3)=[CH:11][CH:12]=2)=[CH:4][C:3]=1[O:27][CH3:28]. (6) Given the reactants [CH3:1][C@@:2]1([C:18]([F:21])([F:20])[F:19])[CH2:17][N:5]2[C:6](=[O:16])[CH:7]=[C:8]([N:10]3[CH2:15][CH2:14][O:13][CH2:12][CH2:11]3)[N:9]=[C:4]2[NH:3]1.[H-].[Na+].[CH3:24][C:25]1[CH:33]=[CH:32][CH:31]=[CH:30][C:26]=1[C:27](Cl)=[O:28], predict the reaction product. The product is: [CH3:1][C@@:2]1([C:18]([F:21])([F:19])[F:20])[CH2:17][N:5]2[C:6](=[O:16])[CH:7]=[C:8]([N:10]3[CH2:11][CH2:12][O:13][CH2:14][CH2:15]3)[N:9]=[C:4]2[N:3]1[C:27]([C:26]1[CH:30]=[CH:31][CH:32]=[CH:33][C:25]=1[CH3:24])=[O:28]. (7) Given the reactants [CH2:1]([CH:8]1[CH2:15][CH:11]2[CH2:12][NH:13][CH2:14][CH:10]2[CH2:9]1)[C:2]1[CH:7]=[CH:6][CH:5]=[CH:4][CH:3]=1.C(N(CC)CC)C.[N:23]([C:26]1[CH:31]=[CH:30][CH:29]=[C:28]([O:32][CH3:33])[CH:27]=1)=[C:24]=[O:25], predict the reaction product. The product is: [CH2:1]([CH:8]1[CH2:15][C@@H:11]2[CH2:12][N:13]([C:24]([NH:23][C:26]3[CH:31]=[CH:30][CH:29]=[C:28]([O:32][CH3:33])[CH:27]=3)=[O:25])[CH2:14][C@@H:10]2[CH2:9]1)[C:2]1[CH:3]=[CH:4][CH:5]=[CH:6][CH:7]=1.